This data is from TCR-epitope binding with 47,182 pairs between 192 epitopes and 23,139 TCRs. The task is: Binary Classification. Given a T-cell receptor sequence (or CDR3 region) and an epitope sequence, predict whether binding occurs between them. (1) The epitope is FLRGRAYGL. The TCR CDR3 sequence is CASSHAIGENEQYF. Result: 0 (the TCR does not bind to the epitope). (2) The epitope is RLDKVEAEV. The TCR CDR3 sequence is CASSYSYEQYF. Result: 0 (the TCR does not bind to the epitope). (3) The epitope is RQLLFVVEV. The TCR CDR3 sequence is CASSQDARGGFDEQFF. Result: 0 (the TCR does not bind to the epitope). (4) The epitope is HTDFSSEIIGY. The TCR CDR3 sequence is CASSHPRGRLNTEAFF. Result: 1 (the TCR binds to the epitope). (5) The epitope is RLRPGGKKK. The TCR CDR3 sequence is CASSQRSGQGNSPLHF. Result: 0 (the TCR does not bind to the epitope). (6) The epitope is VSFIEFVGW. The TCR CDR3 sequence is CASGLATNEKLFF. Result: 0 (the TCR does not bind to the epitope).